Dataset: Full USPTO retrosynthesis dataset with 1.9M reactions from patents (1976-2016). Task: Predict the reactants needed to synthesize the given product. (1) Given the product [Cl:9][C:10]1[CH:11]=[C:12]([N:16]([CH3:17])[C:2](=[O:8])[CH2:3][CH2:4][C:5]#[CH:6])[CH:13]=[CH:14][CH:15]=1, predict the reactants needed to synthesize it. The reactants are: [Cl-].[C:2]([OH:8])(=O)[CH2:3][CH2:4][C:5]#[CH:6].[Cl:9][C:10]1[CH:11]=[C:12]([NH:16][CH3:17])[CH:13]=[CH:14][CH:15]=1. (2) The reactants are: Br[C:2]1[CH:7]=[CH:6][CH:5]=[CH:4][N:3]=1.[Br:8][C:9]1[CH:10]=[C:11](O)[CH:12]=[CH:13][CH:14]=1.C(=O)([O-])[O-].[K+].[K+].[OH-].[Na+]. Given the product [Br:8][C:9]1[CH:14]=[C:13]([C:2]2[CH:7]=[CH:6][CH:5]=[CH:4][N:3]=2)[CH:12]=[CH:11][CH:10]=1, predict the reactants needed to synthesize it. (3) Given the product [CH3:1][N:2]([CH3:27])[C:3]1[CH:8]=[C:7]([N:9]2[CH2:10][CH2:11][CH:12]([NH:15][CH3:16])[CH2:13][CH2:14]2)[CH:6]=[CH:5][N:4]=1, predict the reactants needed to synthesize it. The reactants are: [CH3:1][N:2]([CH3:27])[C:3]1[CH:8]=[C:7]([N:9]2[CH2:14][CH2:13][CH:12]([N:15](C)[C:16](=O)OCC3C=CC=CC=3)[CH2:11][CH2:10]2)[CH:6]=[CH:5][N:4]=1. (4) Given the product [C:1]([C:3]1[CH:4]=[C:5]([CH:10]=[CH:11][C:12]=1[O:13][S:16]([C:15]([F:28])([F:27])[F:14])(=[O:18])=[O:17])[C:6]([O:8][CH3:9])=[O:7])#[N:2], predict the reactants needed to synthesize it. The reactants are: [C:1]([C:3]1[CH:4]=[C:5]([CH:10]=[CH:11][C:12]=1[OH:13])[C:6]([O:8][CH3:9])=[O:7])#[N:2].[F:14][C:15]([F:28])([F:27])[S:16](O[S:16]([C:15]([F:28])([F:27])[F:14])(=[O:18])=[O:17])(=[O:18])=[O:17].C(N(C(C)C)CC)(C)C. (5) Given the product [CH2:24]([C:23]1[N:22]=[C:1]([C:4]2[CH:11]=[CH:10][C:7]([CH:8]=[O:9])=[CH:6][CH:5]=2)[O:3][N:35]=1)[CH2:25][CH2:26][CH2:27][CH2:28][CH2:29][CH2:30][CH2:31][CH2:32][CH2:33][CH3:34], predict the reactants needed to synthesize it. The reactants are: [C:1]([C:4]1[CH:11]=[CH:10][C:7]([CH:8]=[O:9])=[CH:6][CH:5]=1)([OH:3])=O.CC(C)N=C=NC(C)C.O[NH:22][C:23](=[NH:35])[CH2:24][CH2:25][CH2:26][CH2:27][CH2:28][CH2:29][CH2:30][CH2:31][CH2:32][CH2:33][CH3:34]. (6) Given the product [CH3:15][C:13]1([CH3:16])[CH2:12][CH2:11][CH2:10][CH:9]([C:7]([OH:8])([CH:2]([CH3:3])[CH2:4][CH3:5])[CH3:6])[CH2:14]1, predict the reactants needed to synthesize it. The reactants are: Br[CH:2]([CH2:4][CH3:5])[CH3:3].[CH3:6][C:7]([CH:9]1[CH2:14][C:13]([CH3:16])([CH3:15])[CH2:12][CH2:11][CH2:10]1)=[O:8].